This data is from Reaction yield outcomes from USPTO patents with 853,638 reactions. The task is: Predict the reaction yield, written as a fraction of the theoretical maximum amount of product (1.0 means a 100% yield; for example, 0.34 means a 34% yield). (1) The reactants are [NH2:1][C:2]1[C:3]([C:24]([O:26]CC)=O)=[N:4][C:5]([C:8]2[CH:13]=[CH:12][CH:11]=[C:10]([C:14]#[C:15][C@:16]3([OH:23])[CH2:20][CH2:19][N:18]([CH3:21])[C:17]3=[O:22])[CH:9]=2)=[N:6][CH:7]=1.[NH3:29]. No catalyst specified. The product is [NH2:1][C:2]1[C:3]([C:24]([NH2:29])=[O:26])=[N:4][C:5]([C:8]2[CH:13]=[CH:12][CH:11]=[C:10]([C:14]#[C:15][C@:16]3([OH:23])[CH2:20][CH2:19][N:18]([CH3:21])[C:17]3=[O:22])[CH:9]=2)=[N:6][CH:7]=1. The yield is 0.420. (2) The reactants are [CH3:1][C:2]1[CH:7]=[CH:6][C:5]([C:8](=O)[CH2:9][C:10](=O)[C:11]([O:13][CH3:14])=[O:12])=[CH:4][CH:3]=1.Cl.[NH:18]([C:20]1[CH:25]=[C:24]([C:26]#[N:27])[CH:23]=[CH:22][N:21]=1)[NH2:19]. The catalyst is CC(O)=O. The yield is 0.850. The product is [C:26]([C:24]1[CH:23]=[CH:22][N:21]=[C:20]([N:18]2[C:8]([C:5]3[CH:6]=[CH:7][C:2]([CH3:1])=[CH:3][CH:4]=3)=[CH:9][C:10]([C:11]([O:13][CH3:14])=[O:12])=[N:19]2)[CH:25]=1)#[N:27]. (3) The reactants are [NH:1]1[CH2:6][CH2:5][O:4][CH2:3][CH2:2]1.[F:7][C:8]1[CH:9]=[C:10]([N+:16]([O-:18])=[O:17])[CH:11]=[C:12]([F:15])[C:13]=1F. The catalyst is C(#N)C. The product is [F:7][C:8]1[CH:9]=[C:10]([N+:16]([O-:18])=[O:17])[CH:11]=[C:12]([F:15])[C:13]=1[N:1]1[CH2:6][CH2:5][O:4][CH2:3][CH2:2]1. The yield is 0.880. (4) The reactants are [CH3:1][N:2]([CH:10]1[CH2:15][CH2:14][N:13]([CH3:16])[CH2:12][CH2:11]1)[C:3]1[CH:8]=[CH:7][CH:6]=[C:5]([NH2:9])[N:4]=1.Cl.[C:18]([Cl:26])(=[O:25])[C:19]1[CH:24]=[CH:23][N:22]=[CH:21][CH:20]=1. The catalyst is N1C=CC=CC=1. The product is [ClH:26].[CH3:1][N:2]([CH:10]1[CH2:15][CH2:14][N:13]([CH3:16])[CH2:12][CH2:11]1)[C:3]1[N:4]=[C:5]([NH:9][C:18](=[O:25])[C:19]2[CH:24]=[CH:23][N:22]=[CH:21][CH:20]=2)[CH:6]=[CH:7][CH:8]=1. The yield is 0.860.